Dataset: Merck oncology drug combination screen with 23,052 pairs across 39 cell lines. Task: Regression. Given two drug SMILES strings and cell line genomic features, predict the synergy score measuring deviation from expected non-interaction effect. (1) Drug 1: CCC1=CC2CN(C1)Cc1c([nH]c3ccccc13)C(C(=O)OC)(c1cc3c(cc1OC)N(C)C1C(O)(C(=O)OC)C(OC(C)=O)C4(CC)C=CCN5CCC31C54)C2. Drug 2: Cc1nc(Nc2ncc(C(=O)Nc3c(C)cccc3Cl)s2)cc(N2CCN(CCO)CC2)n1. Cell line: HCT116. Synergy scores: synergy=-23.8. (2) Drug 1: COc1cccc2c1C(=O)c1c(O)c3c(c(O)c1C2=O)CC(O)(C(=O)CO)CC3OC1CC(N)C(O)C(C)O1. Drug 2: CCN(CC)CCNC(=O)c1c(C)[nH]c(C=C2C(=O)Nc3ccc(F)cc32)c1C. Cell line: RKO. Synergy scores: synergy=-9.81. (3) Drug 1: O=S1(=O)NC2(CN1CC(F)(F)F)C1CCC2Cc2cc(C=CCN3CCC(C(F)(F)F)CC3)ccc2C1. Drug 2: Cn1nnc2c(C(N)=O)ncn2c1=O. Cell line: LNCAP. Synergy scores: synergy=-1.10. (4) Drug 1: CCc1c2c(nc3ccc(O)cc13)-c1cc3c(c(=O)n1C2)COC(=O)C3(O)CC. Drug 2: CCc1cnn2c(NCc3ccc[n+]([O-])c3)cc(N3CCCCC3CCO)nc12. Cell line: SKOV3. Synergy scores: synergy=-19.3. (5) Drug 1: CC1CC2C3CCC4=CC(=O)C=CC4(C)C3(F)C(O)CC2(C)C1(O)C(=O)CO. Drug 2: CC(C)CC(NC(=O)C(Cc1ccccc1)NC(=O)c1cnccn1)B(O)O. Cell line: UWB1289. Synergy scores: synergy=-7.77. (6) Drug 1: Nc1ccn(C2OC(CO)C(O)C2(F)F)c(=O)n1. Drug 2: CS(=O)(=O)CCNCc1ccc(-c2ccc3ncnc(Nc4ccc(OCc5cccc(F)c5)c(Cl)c4)c3c2)o1. Cell line: NCIH460. Synergy scores: synergy=14.3. (7) Drug 1: CC(=O)OC1C(=O)C2(C)C(O)CC3OCC3(OC(C)=O)C2C(OC(=O)c2ccccc2)C2(O)CC(OC(=O)C(O)C(NC(=O)c3ccccc3)c3ccccc3)C(C)=C1C2(C)C. Drug 2: CCN(CC)CCNC(=O)c1c(C)[nH]c(C=C2C(=O)Nc3ccc(F)cc32)c1C. Cell line: SKOV3. Synergy scores: synergy=9.75.